From a dataset of Full USPTO retrosynthesis dataset with 1.9M reactions from patents (1976-2016). Predict the reactants needed to synthesize the given product. (1) Given the product [CH2:1]([O:3][C:4](=[O:29])[CH2:5][CH2:6][C:7]1[CH:12]=[CH:11][C:10]([CH2:13][O:14][C:32]2[CH:33]=[CH:34][CH:35]=[CH:36][C:31]=2[CH3:30])=[CH:9][C:8]=1[C:15](=[O:28])[NH:16][CH2:17][C:18]1[C:27]2[C:22](=[CH:23][CH:24]=[CH:25][CH:26]=2)[CH:21]=[CH:20][CH:19]=1)[CH3:2], predict the reactants needed to synthesize it. The reactants are: [CH2:1]([O:3][C:4](=[O:29])[CH2:5][CH2:6][C:7]1[CH:12]=[CH:11][C:10]([CH2:13][OH:14])=[CH:9][C:8]=1[C:15](=[O:28])[NH:16][CH2:17][C:18]1[C:27]2[C:22](=[CH:23][CH:24]=[CH:25][CH:26]=2)[CH:21]=[CH:20][CH:19]=1)[CH3:2].[CH3:30][C:31]1[CH:36]=[CH:35][CH:34]=[CH:33][C:32]=1O.C1(P(C2C=CC=CC=2)C2C=CC=CC=2)C=CC=CC=1.N(C(OCC)=O)=NC(OCC)=O. (2) Given the product [CH2:1]([NH:8][C:40]([C:36]1[S:35][C:34]([N:31]2[CH2:32][CH2:33][N:29]([CH2:28][C:27]3[CH:26]=[CH:25][C:24]([F:23])=[CH:45][CH:44]=3)[C:30]2=[O:43])=[N:38][C:37]=1[CH3:39])=[O:41])[C:2]1[CH:7]=[CH:6][CH:5]=[CH:4][CH:3]=1, predict the reactants needed to synthesize it. The reactants are: [CH2:1]([N:8]1CCN(C2SC(C(O)=O)=C(C)N=2)C1=O)[C:2]1[CH:7]=[CH:6][CH:5]=[CH:4][CH:3]=1.[F:23][C:24]1[CH:45]=[CH:44][C:27]([CH2:28][N:29]2[CH2:33][CH2:32][N:31]([C:34]3[S:35][C:36]([C:40](O)=[O:41])=[C:37]([CH3:39])[N:38]=3)[C:30]2=[O:43])=[CH:26][CH:25]=1.C(N)C1C=CC=CC=1. (3) Given the product [CH2:12]([C:14]1[CH:20]=[CH:19][CH:18]=[CH:17][C:15]=1[NH:16][C:2]1[CH:7]=[CH:6][CH:5]=[CH:4][C:3]=1[CH2:8][C:9]([OH:11])=[O:10])[CH3:13], predict the reactants needed to synthesize it. The reactants are: Br[C:2]1[CH:7]=[CH:6][CH:5]=[CH:4][C:3]=1[CH2:8][C:9]([OH:11])=[O:10].[CH2:12]([C:14]1[CH:20]=[CH:19][CH:18]=[CH:17][C:15]=1[NH2:16])[CH3:13]. (4) Given the product [Br:13][C:11]1[CH:12]=[C:7]([CH:8]=[C:9]([F:14])[CH:10]=1)[CH:17]=[O:18], predict the reactants needed to synthesize it. The reactants are: C([Mg]Cl)(C)C.Br[C:7]1[CH:8]=[C:9]([F:14])[CH:10]=[C:11]([Br:13])[CH:12]=1.C1C[O:18][CH2:17]C1. (5) Given the product [CH:19]([N:22]1[CH2:27][CH2:26][N:25]([C:14]([C:11]2[CH:10]=[N:9][C:8]([CH2:7][N:1]3[CH2:2][CH2:3][CH2:4][CH2:5][CH2:6]3)=[CH:13][N:12]=2)=[O:16])[CH2:24][CH2:23]1)([CH3:21])[CH3:20], predict the reactants needed to synthesize it. The reactants are: [N:1]1([CH2:7][C:8]2[N:9]=[CH:10][C:11]([C:14]([OH:16])=O)=[N:12][CH:13]=2)[CH2:6][CH2:5][CH2:4][CH2:3][CH2:2]1.Cl.Cl.[CH:19]([N:22]1[CH2:27][CH2:26][NH:25][CH2:24][CH2:23]1)([CH3:21])[CH3:20].C1C=CC2N(O)N=NC=2C=1.CN1CCOCC1.C(Cl)CCl. (6) Given the product [Cl:20][C:17]1[CH:18]=[C:19]2[C:14](=[CH:15][CH:16]=1)[NH:13][C:12](=[O:21])[C:11]2=[C:7]1[C:8]2[C:4](=[CH:3][C:2]([CH2:23][C:22]([NH2:25])=[O:33])=[CH:10][CH:9]=2)[CH2:5][O:6]1, predict the reactants needed to synthesize it. The reactants are: N[C:2]1[CH:3]=[C:4]2[C:8](=[CH:9][CH:10]=1)[C:7](=[C:11]1[C:19]3[C:14](=[CH:15][CH:16]=[C:17]([Cl:20])[CH:18]=3)[NH:13][C:12]1=[O:21])[O:6][CH2:5]2.[CH:22]([N:25](CC)C(C)C)(C)[CH3:23].C(Cl)(=[O:33])C.